Task: Predict the product of the given reaction.. Dataset: Forward reaction prediction with 1.9M reactions from USPTO patents (1976-2016) (1) Given the reactants [Cl:1][C:2]1[CH:24]=[CH:23][C:5]([CH2:6][NH:7][C:8]([NH:10][C:11]([C:13]2[CH:14]=[N:15][CH:16]=[CH:17][C:18]=2[C:19]([F:22])([F:21])[F:20])=[O:12])=S)=[CH:4][CH:3]=1.Cl.C(N=C=NCCCN(C)C)C.[CH3:37][C:38]([C:41](OCC1C=CC=CC=1)=[O:42])([CH3:40])[NH2:39].C(OCC)(=O)C, predict the reaction product. The product is: [Cl:1][C:2]1[CH:24]=[CH:23][C:5]([CH2:6][N:7]2[C:41](=[O:42])[C:38]([CH3:40])([CH3:37])[NH:39]/[C:8]/2=[N:10]/[C:11](=[O:12])[C:13]2[C:18]([C:19]([F:22])([F:21])[F:20])=[CH:17][CH:16]=[N:15][CH:14]=2)=[CH:4][CH:3]=1. (2) Given the reactants Cl.[NH2:2][C@@H:3]([C:5]1[CH:10]=[CH:9][C:8]([NH:11][S:12]([CH3:15])(=[O:14])=[O:13])=[C:7]([CH2:16][OH:17])[CH:6]=1)[CH3:4].[C:18]([C:22]1[C:32]([F:33])=[CH:31][C:25]([O:26][CH2:27][C:28](O)=[O:29])=[CH:24][C:23]=1[F:34])([CH3:21])([CH3:20])[CH3:19].CN(C)CCCN=C=NCC, predict the reaction product. The product is: [C:18]([C:22]1[C:23]([F:34])=[CH:24][C:25]([O:26][CH2:27][C:28]([NH:2][C@@H:3]([C:5]2[CH:10]=[CH:9][C:8]([NH:11][S:12]([CH3:15])(=[O:14])=[O:13])=[C:7]([CH2:16][OH:17])[CH:6]=2)[CH3:4])=[O:29])=[CH:31][C:32]=1[F:33])([CH3:21])([CH3:19])[CH3:20]. (3) Given the reactants Cl[C:2]1[CH:7]=[CH:6][N:5]=[C:4]([NH:8][CH:9]2[CH2:14][C:13]([CH3:16])([CH3:15])[NH:12][C:11]([CH3:18])([CH3:17])[CH2:10]2)[N:3]=1.CC1(C)C(C)(C)OB([C:27]2[CH:32]=[CH:31][C:30]([CH2:33][CH2:34][C:35](=[O:37])[CH3:36])=[CH:29][CH:28]=2)O1, predict the reaction product. The product is: [CH3:15][C:13]1([CH3:16])[CH2:14][CH:9]([NH:8][C:4]2[N:3]=[C:2]([C:27]3[CH:32]=[CH:31][C:30]([CH2:33][CH2:34][C:35](=[O:37])[CH3:36])=[CH:29][CH:28]=3)[CH:7]=[CH:6][N:5]=2)[CH2:10][C:11]([CH3:18])([CH3:17])[NH:12]1. (4) The product is: [Cl:2][C:3]1[CH:4]=[C:5]([C:6]2[N:7]=[C:21]([OH:20])[C:23]3[CH2:27][CH2:26][CH2:25][C:24]=3[N:8]=2)[CH:9]=[CH:10][CH:11]=1. Given the reactants Cl.[Cl:2][C:3]1[CH:4]=[C:5]([CH:9]=[CH:10][CH:11]=1)[C:6](=[NH:8])[NH2:7].C(N(CC)CC)C.C[O:20][C:21]([CH:23]1[CH2:27][CH2:26][CH2:25][C:24]1=O)=O, predict the reaction product. (5) Given the reactants [C:1]([O:5][C:6]([N:8]1[CH2:12][CH2:11][CH2:10][C@H:9]1[CH2:13][N:14]1[C:22]2[C:17](=[CH:18][CH:19]=[C:20]([Cl:23])[CH:21]=2)[C:16]([C:24](=[O:29])C(F)(F)F)=[CH:15]1)=[O:7])([CH3:4])([CH3:3])[CH3:2].[H-].[Na+].[OH2:32], predict the reaction product. The product is: [C:1]([O:5][C:6]([N:8]1[CH2:12][CH2:11][CH2:10][C@H:9]1[CH2:13][N:14]1[C:22]2[C:17](=[CH:18][CH:19]=[C:20]([Cl:23])[CH:21]=2)[C:16]([C:24]([OH:32])=[O:29])=[CH:15]1)=[O:7])([CH3:3])([CH3:4])[CH3:2]. (6) Given the reactants [CH:1]([N:4]1[C:12]2[CH:11]=[C:10]([C:13]3[CH:14]=[C:15]4[CH:21]=[CH:20][NH:19][C:16]4=[N:17][CH:18]=3)[CH:9]=[C:8]([C:22]([OH:24])=O)[C:7]=2[C:6]([CH3:25])=[N:5]1)([CH3:3])[CH3:2].[NH2:26][CH2:27][C:28]1[C:29](=[O:38])[NH:30][C:31]([CH3:37])=[CH:32][C:33]=1[CH2:34][CH2:35][CH3:36], predict the reaction product. The product is: [CH3:37][C:31]1[NH:30][C:29](=[O:38])[C:28]([CH2:27][NH:26][C:22]([C:8]2[C:7]3[C:6]([CH3:25])=[N:5][N:4]([CH:1]([CH3:3])[CH3:2])[C:12]=3[CH:11]=[C:10]([C:13]3[CH:14]=[C:15]4[CH:21]=[CH:20][NH:19][C:16]4=[N:17][CH:18]=3)[CH:9]=2)=[O:24])=[C:33]([CH2:34][CH2:35][CH3:36])[CH:32]=1.